This data is from Full USPTO retrosynthesis dataset with 1.9M reactions from patents (1976-2016). The task is: Predict the reactants needed to synthesize the given product. (1) Given the product [F:1][C:2]1[C:3](=[O:12])[N:4]([CH2:20][C:21]2[N:22]([CH3:27])[C:23](=[O:26])[NH:24][N:25]=2)[CH:5]=[CH:6][C:7]=1[C:8]([F:11])([F:9])[F:10], predict the reactants needed to synthesize it. The reactants are: [F:1][C:2]1[C:3]([OH:12])=[N:4][CH:5]=[CH:6][C:7]=1[C:8]([F:11])([F:10])[F:9].C([O-])([O-])=O.[K+].[K+].Cl[CH2:20][C:21]1[N:22]([CH3:27])[C:23](=[O:26])[NH:24][N:25]=1. (2) Given the product [N:32]1[CH:33]=[CH:34][CH:35]=[CH:36][C:31]=1[CH:30]([NH:37][C:38]([C:40]1[CH:41]=[N:42][C:43]2[C:48]([CH:49]=1)=[CH:47][CH:46]=[C:45]([NH:50][C:11](=[O:13])[C:10]1[CH:14]=[CH:15][CH:16]=[C:17]([O:18][CH3:19])[C:9]=1[O:8][CH2:1][C:2]1[CH:3]=[CH:4][CH:5]=[CH:6][CH:7]=1)[CH:44]=2)=[O:39])[C:25]1[CH:26]=[CH:27][CH:28]=[CH:29][N:24]=1, predict the reactants needed to synthesize it. The reactants are: [CH2:1]([O:8][C:9]1[C:17]([O:18][CH3:19])=[CH:16][CH:15]=[CH:14][C:10]=1[C:11]([OH:13])=O)[C:2]1[CH:7]=[CH:6][CH:5]=[CH:4][CH:3]=1.S(Cl)(Cl)=O.[N:24]1[CH:29]=[CH:28][CH:27]=[CH:26][C:25]=1[CH:30]([NH:37][C:38]([C:40]1[CH:41]=[N:42][C:43]2[C:48]([CH:49]=1)=[CH:47][CH:46]=[C:45]([NH2:50])[CH:44]=2)=[O:39])[C:31]1[CH:36]=[CH:35][CH:34]=[CH:33][N:32]=1.N1C=CC=CC=1.